Predict the reaction yield, written as a fraction of the theoretical maximum amount of product (1.0 means a 100% yield; for example, 0.34 means a 34% yield). From a dataset of Reaction yield outcomes from USPTO patents with 853,638 reactions. (1) The reactants are [CH:1]1([CH2:4][O:5][C:6]2[N:11]=[C:10]([C:12]([OH:14])=O)[CH:9]=[CH:8][C:7]=2[N:15]2[CH2:18][C:17]([F:20])([F:19])[CH2:16]2)[CH2:3][CH2:2]1.[NH2:21][CH:22]([CH:27]1[CH2:31][CH2:30][O:29][CH2:28]1)[CH2:23][C:24]([NH2:26])=[O:25].CN(C(ON1N=NC2C=CC=CC1=2)=[N+](C)C)C.[B-](F)(F)(F)F.CCN(C(C)C)C(C)C. No catalyst specified. The product is [NH2:26][C:24](=[O:25])[CH2:23][CH:22]([NH:21][C:12]([C:10]1[CH:9]=[CH:8][C:7]([N:15]2[CH2:18][C:17]([F:20])([F:19])[CH2:16]2)=[C:6]([O:5][CH2:4][CH:1]2[CH2:2][CH2:3]2)[N:11]=1)=[O:14])[CH:27]1[CH2:31][CH2:30][O:29][CH2:28]1. The yield is 0.130. (2) The yield is 0.708. The catalyst is C1COCC1. The product is [Br:7][C:8]([CH3:13])([CH3:12])[C:9]([NH:1][CH:2]([CH2:5][CH3:6])[CH2:3][OH:4])=[O:10]. The reactants are [NH2:1][CH:2]([CH2:5][CH3:6])[CH2:3][OH:4].[Br:7][C:8]([CH3:13])([CH3:12])[C:9](Br)=[O:10].